This data is from Forward reaction prediction with 1.9M reactions from USPTO patents (1976-2016). The task is: Predict the product of the given reaction. (1) Given the reactants [H-].[Na+].[CH3:3][O:4][C:5]1[CH:6]=[C:7]2[C:11](=[CH:12][CH:13]=1)[NH:10][CH:9]=[C:8]2[CH3:14].[C:15]([NH:18][C:19]1[CH:20]=[C:21]([S:27](Cl)(=[O:29])=[O:28])[CH:22]=[CH:23][C:24]=1[O:25][CH3:26])(=[O:17])[CH3:16], predict the reaction product. The product is: [C:15]([NH:18][C:19]1[CH:20]=[C:21]([S:27]([N:10]2[C:11]3[C:7](=[CH:6][C:5]([O:4][CH3:3])=[CH:13][CH:12]=3)[C:8]([CH3:14])=[CH:9]2)(=[O:29])=[O:28])[CH:22]=[CH:23][C:24]=1[O:25][CH3:26])(=[O:17])[CH3:16]. (2) Given the reactants C(OC([NH:8][C:9]1[CH:33]=[CH:32][C:12]([CH2:13][C:14]2[CH:23]=[C:22]3[C:17]([CH:18]=[C:19]([C:28]([OH:30])=[O:29])[CH:20]([C:24]([F:27])([F:26])[F:25])[O:21]3)=[CH:16][C:15]=2[Cl:31])=[CH:11][CH:10]=1)=O)(C)(C)C.Cl.[O:35]1CCOCC1, predict the reaction product. The product is: [F:25][C:24]([F:27])([F:26])[C:20]([OH:35])=[O:21].[NH2:8][C:9]1[CH:33]=[CH:32][C:12]([CH2:13][C:14]2[CH:23]=[C:22]3[C:17]([CH:18]=[C:19]([C:28]([OH:30])=[O:29])[CH:20]([C:24]([F:27])([F:25])[F:26])[O:21]3)=[CH:16][C:15]=2[Cl:31])=[CH:11][CH:10]=1. (3) Given the reactants [CH3:1][CH:2]([S:4]([O:7][C:8]1[CH:13]=[CH:12][CH:11]=[C:10]([C:14]2([C:22]3[CH:27]=[CH:26][CH:25]=[C:24]([Br:28])[CH:23]=3)[C:18](=[O:19])[N:17]([CH3:20])[C:16](=S)[NH:15]2)[CH:9]=1)(=[O:6])=[O:5])[CH3:3].[NH3:29].C(OO)(C)(C)C, predict the reaction product. The product is: [CH3:1][CH:2]([S:4]([O:7][C:8]1[CH:13]=[CH:12][CH:11]=[C:10]([C:14]2([C:22]3[CH:27]=[CH:26][CH:25]=[C:24]([Br:28])[CH:23]=3)[C:18](=[O:19])[N:17]([CH3:20])[C:16]([NH2:29])=[N:15]2)[CH:9]=1)(=[O:5])=[O:6])[CH3:3]. (4) Given the reactants [NH2:1][C:2]1[CH:7]=[CH:6][C:5]([C:8]2[N:12]([CH3:13])[C:11]([C:14]#[N:15])=[CH:10][CH:9]=2)=[C:4]([C:16]([F:19])([F:18])[F:17])[CH:3]=1.[CH3:20][S:21](Cl)(=[O:23])=[O:22].O, predict the reaction product. The product is: [C:14]([C:11]1[N:12]([CH3:13])[C:8]([C:5]2[CH:6]=[CH:7][C:2]([NH:1][S:21]([CH3:20])(=[O:23])=[O:22])=[CH:3][C:4]=2[C:16]([F:19])([F:17])[F:18])=[CH:9][CH:10]=1)#[N:15]. (5) Given the reactants [C:1]12([CH2:11][C:12](O)=[O:13])[CH2:10][CH:5]3[CH2:6][CH:7]([CH2:9][CH:3]([CH2:4]3)[CH2:2]1)[CH2:8]2.C(N(C(C)C)CC)(C)C.CN(C(ON1N=NC2C=CC=CC1=2)=[N+](C)C)C.[B-](F)(F)(F)F.C1C=CC2N(O)N=NC=2C=1.O[NH:57][C:58](=[NH:67])[CH2:59][C:60]1[CH:65]=[CH:64][C:63]([CH3:66])=[CH:62][CH:61]=1, predict the reaction product. The product is: [C:1]12([CH2:11][C:12]3[O:13][N:67]=[C:58]([CH2:59][C:60]4[CH:65]=[CH:64][C:63]([CH3:66])=[CH:62][CH:61]=4)[N:57]=3)[CH2:2][CH:3]3[CH2:9][CH:7]([CH2:6][CH:5]([CH2:4]3)[CH2:10]1)[CH2:8]2. (6) Given the reactants Br[CH2:2][CH2:3][CH2:4][CH2:5][CH2:6][CH2:7][CH2:8][CH2:9][CH2:10][OH:11].[CH:12]([C:15]1[S:16][C:17]([C:20]([N:22]2[CH2:27][C:26]3([CH2:32][CH2:31][NH:30][CH2:29][CH2:28]3)[O:25][CH2:24][CH2:23]2)=[O:21])=[CH:18][N:19]=1)([CH3:14])[CH3:13].C(N(CC)CC)C, predict the reaction product. The product is: [OH:11][CH2:10][CH2:9][CH2:8][CH2:7][CH2:6][CH2:5][CH2:4][CH2:3][CH2:2][N:30]1[CH2:31][CH2:32][C:26]2([O:25][CH2:24][CH2:23][N:22]([C:20]([C:17]3[S:16][C:15]([CH:12]([CH3:13])[CH3:14])=[N:19][CH:18]=3)=[O:21])[CH2:27]2)[CH2:28][CH2:29]1. (7) Given the reactants F[C:2]1[CH:7]=[CH:6][C:5]([N+:8]([O-:10])=[O:9])=[C:4]([N+:11]([O-:13])=[O:12])[CH:3]=1.[CH:14]([OH:17])([CH3:16])[CH3:15].[H-].[Na+], predict the reaction product. The product is: [CH:14]([O:17][C:2]1[CH:7]=[CH:6][C:5]([N+:8]([O-:10])=[O:9])=[C:4]([N+:11]([O-:13])=[O:12])[CH:3]=1)([CH3:16])[CH3:15].